Task: Regression. Given a peptide amino acid sequence and an MHC pseudo amino acid sequence, predict their binding affinity value. This is MHC class I binding data.. Dataset: Peptide-MHC class I binding affinity with 185,985 pairs from IEDB/IMGT (1) The peptide sequence is GFPSLESSF. The MHC is HLA-A01:01 with pseudo-sequence HLA-A01:01. The binding affinity (normalized) is 0.0847. (2) The peptide sequence is RDRFKRTSF. The MHC is HLA-B39:01 with pseudo-sequence HLA-B39:01. The binding affinity (normalized) is 0.0847. (3) The peptide sequence is AIFQSSMTK. The MHC is HLA-A80:01 with pseudo-sequence HLA-A80:01. The binding affinity (normalized) is 0.0847. (4) The peptide sequence is RQQELLRL. The MHC is Mamu-A07 with pseudo-sequence Mamu-A07. The binding affinity (normalized) is 0. (5) The peptide sequence is RPRCAYLPF. The MHC is HLA-A31:01 with pseudo-sequence HLA-A31:01. The binding affinity (normalized) is 0.0847. (6) The peptide sequence is IQYRQQLELA. The MHC is HLA-A02:01 with pseudo-sequence HLA-A02:01. The binding affinity (normalized) is 0.